The task is: Predict the reactants needed to synthesize the given product.. This data is from Full USPTO retrosynthesis dataset with 1.9M reactions from patents (1976-2016). (1) The reactants are: [Cl:1][C:2]1[CH:7]=[CH:6][CH:5]=[CH:4][C:3]=1[CH2:8][SH:9].Cl[C:11]1[CH:21]=[C:15]2[N:16]([CH3:20])[CH2:17][CH2:18][CH2:19][N:14]2[C:13](=[O:22])[N:12]=1. Given the product [Cl:1][C:2]1[CH:7]=[CH:6][CH:5]=[CH:4][C:3]=1[CH2:8][S:9][C:11]1[CH:21]=[C:15]2[N:16]([CH3:20])[CH2:17][CH2:18][CH2:19][N:14]2[C:13](=[O:22])[N:12]=1, predict the reactants needed to synthesize it. (2) Given the product [CH3:1][N:2]1[C:10]2[C:5](=[CH:6][CH:7]=[C:8]([C:11]([OH:13])=[O:12])[CH:9]=2)[CH:4]=[CH:3]1, predict the reactants needed to synthesize it. The reactants are: [CH3:1][N:2]1[C:10]2[C:5](=[CH:6][CH:7]=[C:8]([C:11]([O:13]C)=[O:12])[CH:9]=2)[CH:4]=[CH:3]1.[OH-].[Na+]. (3) Given the product [C:1]([O:5][C:6]([NH:8][CH:9]1[CH2:10][CH2:11][N:12]([CH2:23][C:24]([O:26][CH2:27][CH2:28][CH2:29][CH3:30])=[O:25])[CH2:13][CH2:14]1)=[O:7])([CH3:4])([CH3:2])[CH3:3], predict the reactants needed to synthesize it. The reactants are: [C:1]([O:5][C:6]([NH:8][CH:9]1[CH2:14][CH2:13][NH:12][CH2:11][CH2:10]1)=[O:7])([CH3:4])([CH3:3])[CH3:2].C(N(CC)CC)C.Cl[CH2:23][C:24]([O:26][CH2:27][CH2:28][CH2:29][CH3:30])=[O:25].O. (4) Given the product [Cl:1][C:2]1[C:7]([N+:8]([O-:10])=[O:9])=[C:6]([NH:11][C:18](=[O:19])[O:17][C:14]([CH3:16])([CH3:15])[CH3:13])[CH:5]=[C:4]([Cl:12])[N:3]=1, predict the reactants needed to synthesize it. The reactants are: [Cl:1][C:2]1[C:7]([N+:8]([O-:10])=[O:9])=[C:6]([NH2:11])[CH:5]=[C:4]([Cl:12])[N:3]=1.[CH3:13][C:14]([O:17][C:18](O[C:18]([O:17][C:14]([CH3:16])([CH3:15])[CH3:13])=[O:19])=[O:19])([CH3:16])[CH3:15]. (5) Given the product [Cl:32][C:22]1[CH:23]=[C:24]([C:25]2[CH:26]=[CH:27][C:28]([O:31][C:8]3[CH:13]=[C:12]([C:14]([F:17])([F:16])[F:15])[CH:11]=[CH:10][N:9]=3)=[CH:29][CH:30]=2)[C:19]([NH2:18])=[N:20][CH:21]=1, predict the reactants needed to synthesize it. The reactants are: C(=O)([O-])[O-].[K+].[K+].F[C:8]1[CH:13]=[C:12]([C:14]([F:17])([F:16])[F:15])[CH:11]=[CH:10][N:9]=1.[NH2:18][C:19]1[C:24]([C:25]2[CH:30]=[CH:29][C:28]([OH:31])=[CH:27][CH:26]=2)=[CH:23][C:22]([Cl:32])=[CH:21][N:20]=1.